Dataset: NCI-60 drug combinations with 297,098 pairs across 59 cell lines. Task: Regression. Given two drug SMILES strings and cell line genomic features, predict the synergy score measuring deviation from expected non-interaction effect. (1) Drug 1: C1CCC(C1)C(CC#N)N2C=C(C=N2)C3=C4C=CNC4=NC=N3. Drug 2: CN(C)C1=NC(=NC(=N1)N(C)C)N(C)C. Cell line: SW-620. Synergy scores: CSS=-7.85, Synergy_ZIP=-0.108, Synergy_Bliss=-6.25, Synergy_Loewe=-13.5, Synergy_HSA=-10.7. (2) Drug 1: C1CCN(CC1)CCOC2=CC=C(C=C2)C(=O)C3=C(SC4=C3C=CC(=C4)O)C5=CC=C(C=C5)O. Drug 2: B(C(CC(C)C)NC(=O)C(CC1=CC=CC=C1)NC(=O)C2=NC=CN=C2)(O)O. Cell line: NCI/ADR-RES. Synergy scores: CSS=-2.22, Synergy_ZIP=-0.00659, Synergy_Bliss=-3.74, Synergy_Loewe=-6.70, Synergy_HSA=-5.02. (3) Cell line: NCI-H226. Synergy scores: CSS=14.5, Synergy_ZIP=-6.36, Synergy_Bliss=-0.809, Synergy_Loewe=-3.38, Synergy_HSA=-0.267. Drug 2: C1=NC2=C(N1)C(=S)N=C(N2)N. Drug 1: C1=CC(=CC=C1CCC2=CNC3=C2C(=O)NC(=N3)N)C(=O)NC(CCC(=O)O)C(=O)O. (4) Drug 1: CS(=O)(=O)C1=CC(=C(C=C1)C(=O)NC2=CC(=C(C=C2)Cl)C3=CC=CC=N3)Cl. Drug 2: C1C(C(OC1N2C=NC(=NC2=O)N)CO)O. Cell line: ACHN. Synergy scores: CSS=9.89, Synergy_ZIP=-3.44, Synergy_Bliss=1.22, Synergy_Loewe=-13.0, Synergy_HSA=-0.434. (5) Cell line: DU-145. Drug 1: CC1C(C(=O)NC(C(=O)N2CCCC2C(=O)N(CC(=O)N(C(C(=O)O1)C(C)C)C)C)C(C)C)NC(=O)C3=C4C(=C(C=C3)C)OC5=C(C(=O)C(=C(C5=N4)C(=O)NC6C(OC(=O)C(N(C(=O)CN(C(=O)C7CCCN7C(=O)C(NC6=O)C(C)C)C)C)C(C)C)C)N)C. Synergy scores: CSS=44.0, Synergy_ZIP=2.11, Synergy_Bliss=6.82, Synergy_Loewe=-59.2, Synergy_HSA=2.65. Drug 2: CC1=C(C=C(C=C1)NC(=O)C2=CC=C(C=C2)CN3CCN(CC3)C)NC4=NC=CC(=N4)C5=CN=CC=C5. (6) Drug 1: CN(C)C1=NC(=NC(=N1)N(C)C)N(C)C. Drug 2: CC1CCC2CC(C(=CC=CC=CC(CC(C(=O)C(C(C(=CC(C(=O)CC(OC(=O)C3CCCCN3C(=O)C(=O)C1(O2)O)C(C)CC4CCC(C(C4)OC)O)C)C)O)OC)C)C)C)OC. Cell line: U251. Synergy scores: CSS=17.7, Synergy_ZIP=-4.01, Synergy_Bliss=-4.30, Synergy_Loewe=-34.7, Synergy_HSA=-6.33. (7) Drug 1: CC1=C2C(C(=O)C3(C(CC4C(C3C(C(C2(C)C)(CC1OC(=O)C(C(C5=CC=CC=C5)NC(=O)OC(C)(C)C)O)O)OC(=O)C6=CC=CC=C6)(CO4)OC(=O)C)OC)C)OC. Drug 2: C1C(C(OC1N2C=NC3=C2NC=NCC3O)CO)O. Cell line: OVCAR-8. Synergy scores: CSS=47.9, Synergy_ZIP=-1.19, Synergy_Bliss=-4.97, Synergy_Loewe=-31.5, Synergy_HSA=-4.24. (8) Drug 1: C1=C(C(=O)NC(=O)N1)N(CCCl)CCCl. Drug 2: C1=NC(=NC(=O)N1C2C(C(C(O2)CO)O)O)N. Cell line: NCI-H226. Synergy scores: CSS=15.4, Synergy_ZIP=-4.64, Synergy_Bliss=3.92, Synergy_Loewe=2.22, Synergy_HSA=2.80. (9) Drug 1: CC1C(C(CC(O1)OC2CC(CC3=C2C(=C4C(=C3O)C(=O)C5=C(C4=O)C(=CC=C5)OC)O)(C(=O)CO)O)N)O.Cl. Drug 2: CC(C)NC(=O)C1=CC=C(C=C1)CNNC.Cl. Cell line: MALME-3M. Synergy scores: CSS=2.61, Synergy_ZIP=3.09, Synergy_Bliss=7.29, Synergy_Loewe=6.33, Synergy_HSA=5.64. (10) Drug 1: CCN(CC)CCNC(=O)C1=C(NC(=C1C)C=C2C3=C(C=CC(=C3)F)NC2=O)C. Drug 2: C1CN(P(=O)(OC1)NCCCl)CCCl. Cell line: HOP-92. Synergy scores: CSS=2.15, Synergy_ZIP=0.430, Synergy_Bliss=3.47, Synergy_Loewe=-0.173, Synergy_HSA=0.581.